Dataset: Peptide-MHC class II binding affinity with 134,281 pairs from IEDB. Task: Regression. Given a peptide amino acid sequence and an MHC pseudo amino acid sequence, predict their binding affinity value. This is MHC class II binding data. (1) The peptide sequence is AKKYFAATQFEPLAA. The MHC is HLA-DQA10501-DQB10301 with pseudo-sequence HLA-DQA10501-DQB10301. The binding affinity (normalized) is 0.288. (2) The peptide sequence is EKKYFAATQFEPQAA. The MHC is HLA-DPA10103-DPB10401 with pseudo-sequence HLA-DPA10103-DPB10401. The binding affinity (normalized) is 0.865.